Task: Binary Classification. Given a miRNA mature sequence and a target amino acid sequence, predict their likelihood of interaction.. Dataset: Experimentally validated miRNA-target interactions with 360,000+ pairs, plus equal number of negative samples (1) The miRNA is mmu-miR-223-3p with sequence UGUCAGUUUGUCAAAUACCCCA. The protein sequence of the target gene is MSPTISHKDSSRQRRSGMFSHALDMKSGPLPPGGWDDSRRDSVGGEGDREVLLGDAGPGDLPKAPRSYRSELSSILLLLFLYVLQGIPLGLAGSIPLILQSKNVSYTDQAFFSFVFWPFSLKLLWAPLVDAVYFKNFGRRKSWLVPTQYTLGIFMIYLSTQVDRLLGNIDGRTPDVVALTVTFFLFEFLAATQDIAVDGWALTMLSRENVGYASTCNSVGQTAGYFLGNVLFLALESADFCNKYLRFQPQPRGIVTLSDFLFFWGTVFLITTTLVALLKKENREASIVKEETQGITDTYK.... Result: 1 (interaction). (2) Result: 0 (no interaction). The miRNA is hsa-miR-3622a-3p with sequence UCACCUGACCUCCCAUGCCUGU. The protein sequence of the target gene is MSAQSLLHSVFSCSSPASSSAASAKGFSKRKLRQTRSLDPALIGGCGSDEAGAEGSARGATAGRLYSPSLPAESLGPRLASSSRGPPPRATRLPPPGPLCSSFSTPSTPQEKSPSGSFHFDYEVPLGRGGLKKSMAWDLPSVLAGPASSRSASSILCSSGGGPNGIFASPRRWLQQRKFQSPPDSRGHPYVVWKSEGDFTWNSMSGRSVRLRSVPIQSLSELERARLQEVAFYQLQQDCDLSCQITIPKDGQKRKKSLRKKLDSLGKEKNKDKEFIPQAFGMPLSQVIANDRAYKLKQDL....